From a dataset of Reaction yield outcomes from USPTO patents with 853,638 reactions. Predict the reaction yield, written as a fraction of the theoretical maximum amount of product (1.0 means a 100% yield; for example, 0.34 means a 34% yield). (1) The reactants are [Cl:1][C:2]1[CH:3]=[C:4]([CH:8]([C:16]2([OH:22])[CH2:21][CH2:20][CH2:19][CH2:18][CH2:17]2)[CH2:9][N:10]2[CH2:15][CH2:14][NH:13][CH2:12][CH2:11]2)[CH:5]=[CH:6][CH:7]=1.[CH3:23][O:24][C:25]1[CH:26]=[C:27]2[C:32](=[CH:33][CH:34]=1)[CH:31]=[C:30]([CH:35]=O)[CH:29]=[CH:28]2.C(O[BH-](OC(=O)C)OC(=O)C)(=O)C.[Na+]. The catalyst is ClC(Cl)C. The product is [ClH:1].[ClH:1].[Cl:1][C:2]1[CH:3]=[C:4]([CH:8]([C:16]2([OH:22])[CH2:17][CH2:18][CH2:19][CH2:20][CH2:21]2)[CH2:9][N:10]2[CH2:15][CH2:14][N:13]([CH2:35][C:30]3[CH:29]=[CH:28][C:27]4[C:32](=[CH:33][CH:34]=[C:25]([O:24][CH3:23])[CH:26]=4)[CH:31]=3)[CH2:12][CH2:11]2)[CH:5]=[CH:6][CH:7]=1. The yield is 0.640. (2) The reactants are [C:1]([O:5][C:6]([NH:8][C@@H:9]([CH3:26])[CH2:10][N:11]([CH2:22][C@H:23]([OH:25])[CH3:24])[C:12](=[O:21])[O:13][CH2:14][C:15]1[CH:20]=[CH:19][CH:18]=[CH:17][CH:16]=1)=[O:7])([CH3:4])([CH3:3])[CH3:2].C(N(C(C)C)CC)(C)C.CN(C1C=CC=CN=1)C.[CH3:45][S:46](Cl)(=[O:48])=[O:47]. The catalyst is ClCCl. The product is [CH3:45][S:46]([O:25][C@H:23]([CH3:24])[CH2:22][N:11]([C:12]([O:13][CH2:14][C:15]1[CH:20]=[CH:19][CH:18]=[CH:17][CH:16]=1)=[O:21])[CH2:10][C@@H:9]([NH:8][C:6]([O:5][C:1]([CH3:4])([CH3:3])[CH3:2])=[O:7])[CH3:26])(=[O:48])=[O:47]. The yield is 0.970. (3) The reactants are [OH:1][C:2]1[CH:10]=[C:9]([N+:11]([O-:13])=[O:12])[CH:8]=[CH:7][C:3]=1[C:4]([OH:6])=[O:5]. The catalyst is CN(C=O)C.CCOC(C)=O. The product is [CH2:10]([O:1][C:2]1[CH:10]=[C:9]([N+:11]([O-:13])=[O:12])[CH:8]=[CH:7][C:3]=1[C:4]([O:6][CH2:9][CH:8]=[CH2:7])=[O:5])[CH:2]=[CH2:3]. The yield is 0.900. (4) The reactants are C[O:2][C:3](=O)[C:4]([N:7]1[CH2:12][CH2:11][CH:10]([S:13][C:14]2[CH:15]=[CH:16][C:17]3[O:26][CH2:25][CH2:24][N:23]4[C:19](=[N:20][C:21]([C:27]5[N:28]([CH:32]([CH3:34])[CH3:33])[N:29]=[CH:30][N:31]=5)=[CH:22]4)[C:18]=3[CH:35]=2)[CH2:9][CH2:8]1)([CH3:6])[CH3:5].[H-].[H-].[H-].[H-].[Li+].[Al+3].CCOC(C)=O. The catalyst is C1COCC1. The product is [CH:32]([N:28]1[C:27]([C:21]2[N:20]=[C:19]3[N:23]([CH2:24][CH2:25][O:26][C:17]4[CH:16]=[CH:15][C:14]([S:13][CH:10]5[CH2:9][CH2:8][N:7]([C:4]([CH3:6])([CH3:5])[CH2:3][OH:2])[CH2:12][CH2:11]5)=[CH:35][C:18]=43)[CH:22]=2)=[N:31][CH:30]=[N:29]1)([CH3:34])[CH3:33]. The yield is 0.980.